This data is from Skin sensitization/reaction prediction data. The task is: Regression/Classification. Given a drug SMILES string, predict its toxicity properties. Task type varies by dataset: regression for continuous values (e.g., LD50, hERG inhibition percentage) or binary classification for toxic/non-toxic outcomes (e.g., AMES mutagenicity, cardiotoxicity, hepatotoxicity). Dataset: skin_reaction. (1) The compound is C=CCc1cc(C)c(OC)c(O)c1. The result is 1 (causes skin reaction). (2) The result is 1 (causes skin reaction). The compound is O=S(=O)(Cl)c1ccc2c(c1)OCO2. (3) The molecule is CCC(=O)c1cccc(Cl)c1. The result is 0 (no skin reaction). (4) The compound is CCCCCCCC(=O)O. The result is 0 (no skin reaction). (5) The compound is O=C1OC2(c3ccc(O)cc3Oc3cc(O)ccc32)c2ccc(N=C=S)cc21. The result is 1 (causes skin reaction). (6) The compound is O=C(C(=O)c1ccco1)c1ccco1. The result is 0 (no skin reaction). (7) The drug is NCc1cccc(CN)c1. The result is 1 (causes skin reaction). (8) The compound is C=C(C)C1CC=C(C)CC1. The result is 1 (causes skin reaction).